The task is: Regression. Given a peptide amino acid sequence and an MHC pseudo amino acid sequence, predict their binding affinity value. This is MHC class I binding data.. This data is from Peptide-MHC class I binding affinity with 185,985 pairs from IEDB/IMGT. (1) The peptide sequence is KKKTPRMCTR. The MHC is HLA-A31:01 with pseudo-sequence HLA-A31:01. The binding affinity (normalized) is 0.386. (2) The peptide sequence is GLYSSTVPV. The MHC is HLA-B35:01 with pseudo-sequence HLA-B35:01. The binding affinity (normalized) is 0. (3) The peptide sequence is VTKQDELQAA. The MHC is HLA-A02:01 with pseudo-sequence HLA-A02:01. The binding affinity (normalized) is 0.116. (4) The peptide sequence is GVNDTEAHA. The MHC is HLA-A29:02 with pseudo-sequence HLA-A29:02. The binding affinity (normalized) is 0.0847.